This data is from Full USPTO retrosynthesis dataset with 1.9M reactions from patents (1976-2016). The task is: Predict the reactants needed to synthesize the given product. (1) Given the product [C:3]([C:7]1[CH:12]=[CH:11][CH:10]=[CH:9][C:8]=1[N:13]1[CH2:18][CH2:17][N:16]([C:37]([C:33]2[N:34]=[CH:35][O:36][C:32]=2[CH:29]2[CH2:28][CH2:27][N:26]([C:24]([O:23][C:19]([CH3:22])([CH3:21])[CH3:20])=[O:25])[CH2:31][CH2:30]2)=[O:38])[CH2:15][CH2:14]1)([CH3:6])([CH3:4])[CH3:5], predict the reactants needed to synthesize it. The reactants are: Cl.Cl.[C:3]([C:7]1[CH:12]=[CH:11][CH:10]=[CH:9][C:8]=1[N:13]1[CH2:18][CH2:17][NH:16][CH2:15][CH2:14]1)([CH3:6])([CH3:5])[CH3:4].[C:19]([O:23][C:24]([N:26]1[CH2:31][CH2:30][CH:29]([C:32]2[O:36][CH:35]=[N:34][C:33]=2[C:37](O)=[O:38])[CH2:28][CH2:27]1)=[O:25])([CH3:22])([CH3:21])[CH3:20].C(N(CC)CC)C.CCN=C=NCCCN(C)C.C1C=CC2N(O)N=NC=2C=1. (2) Given the product [CH2:10]([O:12][C:13]([C:15]1[N:16]=[C:17]([Br:32])[N:18]([CH:29]([CH3:30])[CH3:31])[C:19]=1[N:39]([C:37]1[CH:36]=[CH:35][C:34]([Cl:33])=[CH:40][CH:38]=1)[C:38]1[CH:40]=[C:34]([Cl:33])[CH:35]=[CH:36][C:37]=1[CH3:41])=[O:14])[CH3:11], predict the reactants needed to synthesize it. The reactants are: O(S(C)(=O)=O)S(C)(=O)=O.[CH2:10]([O:12][C:13]([C:15]1[N:16]=[C:17]([Br:32])[N:18]([CH:29]([CH3:31])[CH3:30])[C:19]=1C(C1C=CC(Cl)=CC=1)O)=[O:14])[CH3:11].[Cl:33][C:34]1[CH:35]=[CH:36][C:37]([CH3:41])=[C:38]([CH:40]=1)[NH2:39]. (3) The reactants are: [CH:1]([C:3]1[N:11]2[C:6]([CH:7]=[CH:8][CH:9]=[CH:10]2)=[CH:5][C:4]=1[C:12]([O:14][CH2:15][CH3:16])=[O:13])=O.[NH:17]1[CH2:22][CH2:21][O:20][CH2:19][CH2:18]1.CC(O)=O.[BH-](OC(C)=O)(OC(C)=O)OC(C)=O.[Na+]. Given the product [N:17]1([CH2:1][C:3]2[N:11]3[C:6]([CH:7]=[CH:8][CH:9]=[CH:10]3)=[CH:5][C:4]=2[C:12]([O:14][CH2:15][CH3:16])=[O:13])[CH2:22][CH2:21][O:20][CH2:19][CH2:18]1, predict the reactants needed to synthesize it. (4) Given the product [C:1]([O:5][C:6]([N:8]1[CH2:12][C@H:11]([S:13][CH2:14][C:15]2[CH:20]=[CH:19][C:18]([O:21][CH3:22])=[CH:17][CH:16]=2)[CH2:10][C@H:9]1[CH2:23][NH:24][CH2:25][C:26]1[CH:31]=[C:30]([F:32])[CH:29]=[CH:28][C:27]=1[F:33])=[O:7])([CH3:4])([CH3:2])[CH3:3], predict the reactants needed to synthesize it. The reactants are: [C:1]([O:5][C:6]([N:8]1[CH2:12][C@H:11]([S:13][CH2:14][C:15]2[CH:20]=[CH:19][C:18]([O:21][CH3:22])=[CH:17][CH:16]=2)[CH2:10][C@H:9]1[CH:23]=[N:24][CH2:25][C:26]1[CH:31]=[C:30]([F:32])[CH:29]=[CH:28][C:27]=1[F:33])=[O:7])([CH3:4])([CH3:3])[CH3:2].[BH4-].[Na+].O. (5) The reactants are: [C:1]([O:10][CH3:11])(=[O:9])[C:2]1[C:3](=[CH:5][CH:6]=[CH:7][CH:8]=1)[NH2:4].O=[CH:13][CH2:14][NH:15][C:16](=[O:22])[O:17][C:18]([CH3:21])([CH3:20])[CH3:19].C(O)(=O)C.C(O[BH-](OC(=O)C)OC(=O)C)(=O)C.[Na+]. Given the product [CH3:11][O:10][C:1](=[O:9])[C:2]1[CH:8]=[CH:7][CH:6]=[CH:5][C:3]=1[NH:4][CH2:13][CH2:14][NH:15][C:16]([O:17][C:18]([CH3:21])([CH3:20])[CH3:19])=[O:22], predict the reactants needed to synthesize it. (6) Given the product [CH2:13]([N:1]1[C:6]([CH3:21])=[C:5]([CH3:10])[C:4](=[O:11])[O:3][C:2]1=[O:12])[C:14]1[CH:19]=[CH:18][CH:17]=[CH:16][CH:15]=1, predict the reactants needed to synthesize it. The reactants are: [NH:1]1[C:6]2N=CC=[CH:10][C:5]=2[C:4](=[O:11])[O:3][C:2]1=[O:12].[CH2:13](Br)[C:14]1[CH:19]=[CH:18][CH:17]=[CH:16][CH:15]=1.[CH2:21](Br)CCC.N. (7) Given the product [C:1]([N:4]1[C:13]2[C:8](=[CH:9][C:10]([C:37]3[CH:44]=[CH:43][C:40]([C:41]#[N:42])=[CH:39][CH:38]=3)=[CH:11][CH:12]=2)[C@H:7]([NH:15][C:16](=[O:21])[O:17][CH:18]([CH3:20])[CH3:19])[CH2:6][C@@H:5]1[CH3:22])(=[O:3])[CH3:2], predict the reactants needed to synthesize it. The reactants are: [C:1]([N:4]1[C:13]2[C:8](=[CH:9][C:10](Br)=[CH:11][CH:12]=2)[C@H:7]([NH:15][C:16](=[O:21])[O:17][CH:18]([CH3:20])[CH3:19])[CH2:6][C@@H:5]1[CH3:22])(=[O:3])[CH3:2].C(=O)([O-])[O-].[K+].[K+].CC1(C)C(C)(C)OB([C:37]2[CH:44]=[CH:43][C:40]([C:41]#[N:42])=[CH:39][CH:38]=2)O1.C(O)C. (8) Given the product [CH2:15]([C:2]1[CH:7]=[C:6]([C:8]([F:11])([F:10])[F:9])[N+:5]([O-:12])=[C:4]([CH3:13])[CH:3]=1)[CH3:16], predict the reactants needed to synthesize it. The reactants are: Br[C:2]1[CH:7]=[C:6]([C:8]([F:11])([F:10])[F:9])[N+:5]([O-:12])=[C:4]([CH3:13])[CH:3]=1.[Zn](CC)[CH2:15][CH3:16]. (9) Given the product [Cl:1][C:2]1[CH:7]=[CH:6][C:5]([S:8][C:9]2[C:10]([C:12]3[CH:17]=[CH:16][C:15]([S:18]([CH3:21])(=[O:20])=[O:19])=[CH:14][CH:13]=3)=[N:27][NH:23][CH:22]=2)=[CH:4][CH:3]=1, predict the reactants needed to synthesize it. The reactants are: [Cl:1][C:2]1[CH:7]=[CH:6][C:5]([S:8][C:9](=[CH:22][N:23](C)C)[C:10]([C:12]2[CH:17]=[CH:16][C:15]([S:18]([CH3:21])(=[O:20])=[O:19])=[CH:14][CH:13]=2)=O)=[CH:4][CH:3]=1.O.[NH2:27]N. (10) Given the product [CH3:1][O:2][C:3]([C:4]1[CH:9]=[CH:8][C:7]2[N:10]([CH2:11][CH2:12][O:13][CH3:14])[C:32]([NH:17][C:18]3[S:19][C:20]4[CH:26]=[C:25]([O:27][C:28]([F:31])([F:29])[F:30])[CH:24]=[CH:23][C:21]=4[N:22]=3)=[N:15][C:6]=2[CH:5]=1)=[O:16], predict the reactants needed to synthesize it. The reactants are: [CH3:1][O:2][C:3](=[O:16])[C:4]1[CH:9]=[CH:8][C:7]([NH:10][CH2:11][CH2:12][O:13][CH3:14])=[C:6]([NH2:15])[CH:5]=1.[NH2:17][C:18]1[S:19][C:20]2[CH:26]=[C:25]([O:27][C:28]([F:31])([F:30])[F:29])[CH:24]=[CH:23][C:21]=2[N:22]=1.[C:32](N1C=CN=C1)(N1C=CN=C1)=S.C(Cl)CCl.